This data is from Peptide-MHC class I binding affinity with 185,985 pairs from IEDB/IMGT. The task is: Regression. Given a peptide amino acid sequence and an MHC pseudo amino acid sequence, predict their binding affinity value. This is MHC class I binding data. The peptide sequence is FLPSDYFPKV. The MHC is HLA-A02:02 with pseudo-sequence HLA-A02:02. The binding affinity (normalized) is 0.707.